From a dataset of Full USPTO retrosynthesis dataset with 1.9M reactions from patents (1976-2016). Predict the reactants needed to synthesize the given product. Given the product [F:1][C:2]1[CH:3]=[C:4]([N:9]2[CH2:13][C@H:12]([CH2:14][N:15]3[CH:19]=[CH:18][N:17]=[N:16]3)[O:11][C:10]2=[O:20])[CH:5]=[CH:6][C:7]=1[C:23]1[CH:28]=[N:27][C:26]([C:29]2[CH2:33][CH:32]([CH2:34][OH:35])[O:31][N:30]=2)=[CH:25][CH:24]=1, predict the reactants needed to synthesize it. The reactants are: [F:1][C:2]1[CH:3]=[C:4]([N:9]2[CH2:13][C@H:12]([CH2:14][N:15]3[CH:19]=[CH:18][N:17]=[N:16]3)[O:11][C:10]2=[O:20])[CH:5]=[CH:6][C:7]=1I.C[Sn](C)(C)[C:23]1[CH:24]=[CH:25][C:26]([C:29]2[CH2:33][CH:32]([CH2:34][OH:35])[O:31][N:30]=2)=[N:27][CH:28]=1.O1C=CC=C1P(C1OC=CC=1)C1OC=CC=1.